Task: Predict the reactants needed to synthesize the given product.. Dataset: Full USPTO retrosynthesis dataset with 1.9M reactions from patents (1976-2016) (1) Given the product [C:62]([O:61][C@@H:55]([C:46]1[C:45]([CH3:66])=[CH:44][C:42]2[N:43]=[C:39]([C:2]3[CH:3]=[C:4]4[CH:10]=[C:9]([CH3:11])[NH:8][C:5]4=[N:6][CH:7]=3)[S:40][C:41]=2[C:47]=1[C:48]1[CH:49]=[CH:50][C:51]([Cl:54])=[CH:52][CH:53]=1)[C:56]([O:58][CH2:59][CH3:60])=[O:57])([CH3:63])([CH3:64])[CH3:65], predict the reactants needed to synthesize it. The reactants are: Br[C:2]1[CH:3]=[C:4]2[CH:10]=[C:9]([CH3:11])[NH:8][C:5]2=[N:6][CH:7]=1.B1(B2OC(C)(C)C(C)(C)O2)OC(C)(C)C(C)(C)O1.ClCCl.C([O-])(=O)C.[K+].Br[C:39]1[S:40][C:41]2[C:47]([C:48]3[CH:53]=[CH:52][C:51]([Cl:54])=[CH:50][CH:49]=3)=[C:46]([C@H:55]([O:61][C:62]([CH3:65])([CH3:64])[CH3:63])[C:56]([O:58][CH2:59][CH3:60])=[O:57])[C:45]([CH3:66])=[CH:44][C:42]=2[N:43]=1.C([O-])([O-])=O.[K+].[K+]. (2) Given the product [Cl:27][C:6]1[C:7](=[O:26])[N:8]([CH2:11][CH2:12][C:13]2[CH:14]=[CH:15][C:16]([C:17]([O:19][C:20]([CH3:22])([CH3:21])[CH3:23])=[O:18])=[CH:24][CH:25]=2)[C:9]([CH3:10])=[C:4]([CH:1]2[CH2:2][CH2:3]2)[CH:5]=1, predict the reactants needed to synthesize it. The reactants are: [CH:1]1([C:4]2[CH:5]=[CH:6][C:7](=[O:26])[N:8]([CH2:11][CH2:12][C:13]3[CH:25]=[CH:24][C:16]([C:17]([O:19][C:20]([CH3:23])([CH3:22])[CH3:21])=[O:18])=[CH:15][CH:14]=3)[C:9]=2[CH3:10])[CH2:3][CH2:2]1.[Cl:27]N1C(=O)N(Cl)C(=O)N(Cl)C1=O.O.C(OCC)(=O)C. (3) Given the product [CH3:34][O:35][C:36]1[CH:37]=[C:38]([C:2]2[CH:3]=[CH:4][C:5]3[N:6]([C:8]([C:12]4[S:13][C:14]([C:23]5[N:27]=[CH:26][N:25]([CH:28]6[CH2:33][CH2:32][CH2:31][CH2:30][O:29]6)[N:24]=5)=[C:15]([C:17]5[CH:18]=[CH:19][CH:20]=[CH:21][CH:22]=5)[N:16]=4)=[C:9]([CH3:11])[N:10]=3)[CH:7]=2)[CH:39]=[CH:40][C:41]=1[O:42][CH3:43], predict the reactants needed to synthesize it. The reactants are: Br[C:2]1[CH:3]=[CH:4][C:5]2[N:6]([C:8]([C:12]3[S:13][C:14]([C:23]4[N:27]=[CH:26][N:25]([CH:28]5[CH2:33][CH2:32][CH2:31][CH2:30][O:29]5)[N:24]=4)=[C:15]([C:17]4[CH:22]=[CH:21][CH:20]=[CH:19][CH:18]=4)[N:16]=3)=[C:9]([CH3:11])[N:10]=2)[CH:7]=1.[CH3:34][O:35][C:36]1[CH:37]=[C:38](B(O)O)[CH:39]=[CH:40][C:41]=1[O:42][CH3:43].C(=O)([O-])[O-].[Cs+].[Cs+].C(=O)(O)[O-].[Na+]. (4) Given the product [CH3:30][S:27]([C:24]1[CH:23]=[CH:22][C:21]([CH2:20][O:19][C:16]2[CH:15]=[CH:14][C:13]([C:9]3[C:8]([NH2:7])=[CH:12][O:11][N:10]=3)=[CH:18][CH:17]=2)=[CH:26][CH:25]=1)(=[O:28])=[O:29], predict the reactants needed to synthesize it. The reactants are: C(OC(=O)[NH:7][C:8]1[C:9]([C:13]2[CH:18]=[CH:17][C:16]([O:19][CH2:20][C:21]3[CH:26]=[CH:25][C:24]([S:27]([CH3:30])(=[O:29])=[O:28])=[CH:23][CH:22]=3)=[CH:15][CH:14]=2)=[N:10][O:11][CH:12]=1)(C)(C)C.